From a dataset of Full USPTO retrosynthesis dataset with 1.9M reactions from patents (1976-2016). Predict the reactants needed to synthesize the given product. Given the product [C:1]([O:5][C:6]([NH:8][C@@H:9]([CH2:10][CH2:11][C:12](=[O:13])[CH3:26])[C:14]([O:16][CH2:17][C:18]1[CH:23]=[CH:22][CH:21]=[CH:20][CH:19]=1)=[O:15])=[O:7])([CH3:4])([CH3:3])[CH3:2], predict the reactants needed to synthesize it. The reactants are: [C:1]([O:5][C:6]([N:8]1[C:12](=[O:13])[CH2:11][CH2:10][C@H:9]1[C:14]([O:16][CH2:17][C:18]1[CH:23]=[CH:22][CH:21]=[CH:20][CH:19]=1)=[O:15])=[O:7])([CH3:4])([CH3:3])[CH3:2].C[Li].[CH3:26]COCC.[Cl-].[NH4+].